Dataset: Full USPTO retrosynthesis dataset with 1.9M reactions from patents (1976-2016). Task: Predict the reactants needed to synthesize the given product. Given the product [OH:1][CH:2]1[CH2:7][CH2:6][CH2:5][CH2:4][CH:3]1[NH:8][C:9](=[O:19])/[CH:10]=[CH:29]/[C:28]1[CH:31]=[CH:32][CH:33]=[CH:34][C:27]=1[S:26][C:20]1[CH:25]=[CH:24][CH:23]=[CH:22][CH:21]=1, predict the reactants needed to synthesize it. The reactants are: [OH:1][CH:2]1[CH2:7][CH2:6][CH2:5][CH2:4][CH:3]1[NH:8][C:9](=[O:19])[CH2:10]P(=O)(OCC)OCC.[C:20]1([S:26][C:27]2[CH:34]=[CH:33][CH:32]=[CH:31][C:28]=2[CH:29]=O)[CH:25]=[CH:24][CH:23]=[CH:22][CH:21]=1.